Dataset: Full USPTO retrosynthesis dataset with 1.9M reactions from patents (1976-2016). Task: Predict the reactants needed to synthesize the given product. Given the product [Cl:1][C:2]1[CH:9]=[C:8]([C:10]2[CH:15]=[C:14]([CH:16]([NH:23][S:20]([CH2:18][CH3:19])(=[O:22])=[O:21])[CH:24]([CH3:26])[CH3:25])[CH:13]=[N:12][CH:11]=2)[CH:7]=[CH:6][C:3]=1[C:4]#[N:5], predict the reactants needed to synthesize it. The reactants are: [Cl:1][C:2]1[CH:9]=[C:8]([C:10]2[CH:11]=[N:12][CH:13]=[C:14]([CH:16]=O)[CH:15]=2)[CH:7]=[CH:6][C:3]=1[C:4]#[N:5].[CH2:18]([S:20]([NH2:23])(=[O:22])=[O:21])[CH3:19].[C:24]([Mg]Br)([CH3:26])=[CH2:25].